Dataset: Full USPTO retrosynthesis dataset with 1.9M reactions from patents (1976-2016). Task: Predict the reactants needed to synthesize the given product. (1) Given the product [C:31]([N:30]([CH2:23][C:14]1[CH:15]=[C:16]([C:19]([F:22])([F:21])[F:20])[CH:17]=[CH:18][C:13]=1[C:7]1[C:8]([O:11][CH3:12])=[CH:9][CH:10]=[C:5]([CH2:4][C:3]([OH:25])=[O:2])[CH:6]=1)[CH:26]1[CH2:29][CH2:28][CH2:27]1)(=[O:33])[CH3:32], predict the reactants needed to synthesize it. The reactants are: C[O:2][C:3](=[O:25])[CH2:4][C:5]1[CH:6]=[C:7]([C:13]2[CH:18]=[CH:17][C:16]([C:19]([F:22])([F:21])[F:20])=[CH:15][C:14]=2[CH:23]=O)[C:8]([O:11][CH3:12])=[CH:9][CH:10]=1.[CH:26]1([NH2:30])[CH2:29][CH2:28][CH2:27]1.[C:31](Cl)(=[O:33])[CH3:32]. (2) Given the product [F:1][C:2]1[CH:3]=[CH:4][C:5]([O:26][CH:27]([CH3:29])[CH3:28])=[C:6]([N:8]2[CH2:9][CH2:10][N:11]([CH2:14][CH2:15][CH2:16][N:17]3[C:21](=[O:22])[CH:20]([CH3:23])[CH:19]([CH3:24])[C:18]3=[O:25])[CH2:12][CH2:13]2)[CH:7]=1, predict the reactants needed to synthesize it. The reactants are: [F:1][C:2]1[CH:3]=[CH:4][C:5]([O:26][CH:27]([CH3:29])[CH3:28])=[C:6]([N:8]2[CH2:13][CH2:12][N:11]([CH2:14][CH2:15][CH2:16][N:17]3[C:21](=[O:22])[C:20]([CH3:23])=[C:19]([CH3:24])[C:18]3=[O:25])[CH2:10][CH2:9]2)[CH:7]=1.